From a dataset of Peptide-MHC class I binding affinity with 185,985 pairs from IEDB/IMGT. Regression. Given a peptide amino acid sequence and an MHC pseudo amino acid sequence, predict their binding affinity value. This is MHC class I binding data. (1) The peptide sequence is CTDPYSQMV. The MHC is HLA-A02:03 with pseudo-sequence HLA-A02:03. The binding affinity (normalized) is 0.0847. (2) The peptide sequence is TRDHVNLVL. The MHC is HLA-A02:01 with pseudo-sequence HLA-A02:01. The binding affinity (normalized) is 0.0847. (3) The peptide sequence is IFLLVLLDY. The MHC is HLA-A02:03 with pseudo-sequence HLA-A02:03. The binding affinity (normalized) is 0.429. (4) The peptide sequence is AAHARFVAA. The MHC is HLA-A02:01 with pseudo-sequence HLA-A02:01. The binding affinity (normalized) is 0.308. (5) The peptide sequence is TLLNETAKV. The MHC is HLA-A68:02 with pseudo-sequence HLA-A68:02. The binding affinity (normalized) is 0.314. (6) The peptide sequence is ALDCQIYGA. The binding affinity (normalized) is 0.307. The MHC is HLA-A02:03 with pseudo-sequence HLA-A02:03. (7) The peptide sequence is ITGQIIFGF. The binding affinity (normalized) is 0.669. The MHC is HLA-B58:01 with pseudo-sequence HLA-B58:01. (8) The peptide sequence is IYSTGNNVF. The MHC is HLA-A24:02 with pseudo-sequence HLA-A24:02. The binding affinity (normalized) is 0.292. (9) The peptide sequence is IIPFLLVLV. The MHC is HLA-A02:01 with pseudo-sequence HLA-A02:01. The binding affinity (normalized) is 0.629. (10) The peptide sequence is AGISSEATTPV. The MHC is Mamu-B01 with pseudo-sequence Mamu-B01. The binding affinity (normalized) is 0.